From a dataset of Reaction yield outcomes from USPTO patents with 853,638 reactions. Predict the reaction yield, written as a fraction of the theoretical maximum amount of product (1.0 means a 100% yield; for example, 0.34 means a 34% yield). (1) The reactants are [CH2:1]([O:23][C:24]1[CH:29]=[CH:28][C:27]([CH:30]([C:32]2[CH:37]=[CH:36][C:35]([O:38][CH2:39][CH2:40][CH2:41][CH2:42][CH2:43][CH2:44][CH2:45][CH2:46][CH2:47][CH2:48][CH2:49][CH2:50][CH2:51][CH2:52][CH2:53][CH2:54][CH2:55][CH2:56][CH2:57][CH2:58][CH2:59][CH3:60])=[CH:34][CH:33]=2)O)=[CH:26][CH:25]=1)[CH2:2][CH2:3][CH2:4][CH2:5][CH2:6][CH2:7][CH2:8][CH2:9][CH2:10][CH2:11][CH2:12][CH2:13][CH2:14][CH2:15][CH2:16][CH2:17][CH2:18][CH2:19][CH2:20][CH2:21][CH3:22].[C:61](=[O:66])([O:63][CH2:64][CH3:65])[NH2:62].CS(O)(=O)=O.C(=O)([O-])[O-].[Na+].[Na+]. The catalyst is C1(C)C=CC=CC=1. The product is [CH2:1]([O:23][C:24]1[CH:29]=[CH:28][C:27]([CH:30]([NH:62][C:61](=[O:66])[O:63][CH2:64][CH3:65])[C:32]2[CH:37]=[CH:36][C:35]([O:38][CH2:39][CH2:40][CH2:41][CH2:42][CH2:43][CH2:44][CH2:45][CH2:46][CH2:47][CH2:48][CH2:49][CH2:50][CH2:51][CH2:52][CH2:53][CH2:54][CH2:55][CH2:56][CH2:57][CH2:58][CH2:59][CH3:60])=[CH:34][CH:33]=2)=[CH:26][CH:25]=1)[CH2:2][CH2:3][CH2:4][CH2:5][CH2:6][CH2:7][CH2:8][CH2:9][CH2:10][CH2:11][CH2:12][CH2:13][CH2:14][CH2:15][CH2:16][CH2:17][CH2:18][CH2:19][CH2:20][CH2:21][CH3:22]. The yield is 1.00. (2) The reactants are [C:1]([O:5][C:6](=[O:15])[NH:7][C@H:8]1[CH2:11][C@@H:10]([N:12]=[N+]=[N-])[CH2:9]1)([CH3:4])([CH3:3])[CH3:2]. The catalyst is [Pd]. The product is [C:1]([O:5][C:6](=[O:15])[NH:7][C@H:8]1[CH2:11][C@@H:10]([NH2:12])[CH2:9]1)([CH3:4])([CH3:2])[CH3:3]. The yield is 0.990.